Dataset: Full USPTO retrosynthesis dataset with 1.9M reactions from patents (1976-2016). Task: Predict the reactants needed to synthesize the given product. (1) Given the product [N+:18]([C:14]1[CH:15]=[CH:16][CH:17]=[C:9]2[C:10]=1[CH:11]1[CH2:7][CH:6]2[CH:5]=[CH:4]1)([O-:20])=[O:19], predict the reactants needed to synthesize it. The reactants are: N(O[CH2:4][CH2:5][CH2:6][CH3:7])=O.N[C:9]1[CH:17]=[CH:16][CH:15]=[C:14]([N+:18]([O-:20])=[O:19])[C:10]=1[C:11](O)=O.C1CC=CC=1. (2) Given the product [Cl:12][C:9]1[CH:10]=[N:11][C:2]([N:21]2[CH2:22][CH2:23][CH:19]([O:18][C:17]3[CH:24]=[CH:25][C:14]([F:13])=[CH:15][CH:16]=3)[CH2:20]2)=[C:3]([CH:8]=1)[C:4]([O:6][CH3:7])=[O:5], predict the reactants needed to synthesize it. The reactants are: Cl[C:2]1[N:11]=[CH:10][C:9]([Cl:12])=[CH:8][C:3]=1[C:4]([O:6][CH3:7])=[O:5].[F:13][C:14]1[CH:25]=[CH:24][C:17]([O:18][CH:19]2[CH2:23][CH2:22][NH:21][CH2:20]2)=[CH:16][CH:15]=1. (3) Given the product [CH3:19][C:18]1[O:17][N:16]=[C:15]([C:20]2[CH:21]=[CH:22][CH:23]=[CH:24][CH:25]=2)[C:14]=1[CH2:13][O:12][C:9]1[N:8]=[N:7][C:6]([C:4]([OH:5])=[O:3])=[CH:11][CH:10]=1, predict the reactants needed to synthesize it. The reactants are: C([O:3][C:4]([C:6]1[N:7]=[N:8][C:9]([O:12][CH2:13][C:14]2[C:15]([C:20]3[CH:25]=[CH:24][CH:23]=[CH:22][CH:21]=3)=[N:16][O:17][C:18]=2[CH3:19])=[CH:10][CH:11]=1)=[O:5])C.[OH-].[Na+].C(=O)([O-])[O-].[Na+].[Na+]. (4) Given the product [F:30][C:25]1[CH:24]=[C:23]([C:19]2[C:18]3[N:17]([N:16]=[C:15]([NH:14][CH:11]4[CH2:12][CH2:13][N:8]([C:6]5[CH:5]=[CH:4][N:3]=[C:2]([O:33][CH3:32])[N:7]=5)[CH2:9][CH2:10]4)[N:31]=3)[CH:22]=[CH:21][CH:20]=2)[CH:28]=[CH:27][C:26]=1[F:29], predict the reactants needed to synthesize it. The reactants are: Cl[C:2]1[N:7]=[C:6]([N:8]2[CH2:13][CH2:12][CH:11]([NH:14][C:15]3[N:31]=[C:18]4[C:19]([C:23]5[CH:28]=[CH:27][C:26]([F:29])=[C:25]([F:30])[CH:24]=5)=[CH:20][CH:21]=[CH:22][N:17]4[N:16]=3)[CH2:10][CH2:9]2)[CH:5]=[CH:4][N:3]=1.[CH3:32][O-:33].[Na+].